Dataset: Buchwald-Hartwig C-N cross coupling reaction yields with 55,370 reactions. Task: Predict the reaction yield, written as a fraction of the theoretical maximum amount of product (1.0 means a 100% yield; for example, 0.34 means a 34% yield). (1) The product is Cc1ccc(Nc2ccccn2)cc1. No catalyst specified. The yield is 0.662. The reactants are Ic1ccccn1.Cc1ccc(N)cc1.O=S(=O)(O[Pd]1c2ccccc2-c2ccccc2N~1)C(F)(F)F.CC(C)c1cc(C(C)C)c(-c2ccccc2P(C(C)(C)C)C(C)(C)C)c(C(C)C)c1.CCN=P(N=P(N(C)C)(N(C)C)N(C)C)(N(C)C)N(C)C.CCOC(=O)c1cc(C)no1. (2) The reactants are FC(F)(F)c1ccc(I)cc1.Cc1ccc(N)cc1.O=S(=O)(O[Pd]1c2ccccc2-c2ccccc2N~1)C(F)(F)F.CC(C)c1cc(C(C)C)c(-c2ccccc2P(C2CCCCC2)C2CCCCC2)c(C(C)C)c1.CN(C)C(=NC(C)(C)C)N(C)C.c1ccc(CN(Cc2ccccc2)c2ccon2)cc1. No catalyst specified. The product is Cc1ccc(Nc2ccc(C(F)(F)F)cc2)cc1. The yield is 0.429. (3) The reactants are FC(F)(F)c1ccc(I)cc1.Cc1ccc(N)cc1.O=S(=O)(O[Pd]1c2ccccc2-c2ccccc2N~1)C(F)(F)F.CC(C)c1cc(C(C)C)c(-c2ccccc2P(C2CCCCC2)C2CCCCC2)c(C(C)C)c1.CCN=P(N=P(N(C)C)(N(C)C)N(C)C)(N(C)C)N(C)C.c1ccc2nocc2c1. No catalyst specified. The product is Cc1ccc(Nc2ccc(C(F)(F)F)cc2)cc1. The yield is 0.0911. (4) The reactants are CCc1ccc(Cl)cc1.Cc1ccc(N)cc1.O=S(=O)(O[Pd]1c2ccccc2-c2ccccc2N~1)C(F)(F)F.CC(C)c1cc(C(C)C)c(-c2ccccc2P(C2CCCCC2)C2CCCCC2)c(C(C)C)c1.CN(C)C(=NC(C)(C)C)N(C)C.CCOC(=O)c1cnoc1. No catalyst specified. The product is CCc1ccc(Nc2ccc(C)cc2)cc1. The yield is 0. (5) The reactants are CCc1ccc(I)cc1.Cc1ccc(N)cc1.O=S(=O)(O[Pd]1c2ccccc2-c2ccccc2N~1)C(F)(F)F.CC(C)c1cc(C(C)C)c(-c2ccccc2P(C(C)(C)C)C(C)(C)C)c(C(C)C)c1.CN(C)C(=NC(C)(C)C)N(C)C.c1ccc2oncc2c1. No catalyst specified. The product is CCc1ccc(Nc2ccc(C)cc2)cc1. The yield is 0.320. (6) The reactants are Clc1ccccn1.Cc1ccc(N)cc1.O=S(=O)(O[Pd]1c2ccccc2-c2ccccc2N~1)C(F)(F)F.CC(C)c1cc(C(C)C)c(-c2ccccc2P(C(C)(C)C)C(C)(C)C)c(C(C)C)c1.CCN=P(N=P(N(C)C)(N(C)C)N(C)C)(N(C)C)N(C)C.COC(=O)c1cc(-c2ccco2)on1. No catalyst specified. The product is Cc1ccc(Nc2ccccn2)cc1. The yield is 0.702. (7) The reactants are CCc1ccc(Cl)cc1.Cc1ccc(N)cc1.O=S(=O)(O[Pd]1c2ccccc2-c2ccccc2N~1)C(F)(F)F.CC(C)c1cc(C(C)C)c(-c2ccccc2P(C(C)(C)C)C(C)(C)C)c(C(C)C)c1.CCN=P(N=P(N(C)C)(N(C)C)N(C)C)(N(C)C)N(C)C.CCOC(=O)c1cc(OC)no1. No catalyst specified. The product is CCc1ccc(Nc2ccc(C)cc2)cc1. The yield is 0.109. (8) The reactants are Ic1cccnc1.Cc1ccc(N)cc1.O=S(=O)(O[Pd]1c2ccccc2-c2ccccc2N~1)C(F)(F)F.CC(C)c1cc(C(C)C)c(-c2ccccc2P(C(C)(C)C)C(C)(C)C)c(C(C)C)c1.CN(C)C(=NC(C)(C)C)N(C)C.c1ccc(CN(Cc2ccccc2)c2ccon2)cc1. No catalyst specified. The product is Cc1ccc(Nc2cccnc2)cc1. The yield is 0.659. (9) The reactants are Brc1cccnc1.Cc1ccc(N)cc1.O=S(=O)(O[Pd]1c2ccccc2-c2ccccc2N~1)C(F)(F)F.CC(C)c1cc(C(C)C)c(-c2ccccc2P(C(C)(C)C)C(C)(C)C)c(C(C)C)c1.CN(C)C(=NC(C)(C)C)N(C)C.CCOC(=O)c1cc(OC)no1. No catalyst specified. The product is Cc1ccc(Nc2cccnc2)cc1. The yield is 0.610. (10) The reactants are Brc1ccccn1.Cc1ccc(N)cc1.O=S(=O)(O[Pd]1c2ccccc2-c2ccccc2N~1)C(F)(F)F.COc1ccc(OC)c(P(C(C)(C)C)C(C)(C)C)c1-c1c(C(C)C)cc(C(C)C)cc1C(C)C.CN1CCCN2CCCN=C12.c1ccc(CN(Cc2ccccc2)c2ccon2)cc1. No catalyst specified. The product is Cc1ccc(Nc2ccccn2)cc1. The yield is 0.843.